Dataset: Catalyst prediction with 721,799 reactions and 888 catalyst types from USPTO. Task: Predict which catalyst facilitates the given reaction. (1) Reactant: [Cl:1][C:2]1[CH:7]=[C:6]([O:8][C:9]2[C:18]3[C:13](=[CH:14][C:15]([OH:21])=[C:16]([O:19][CH3:20])[CH:17]=3)[N:12]=[CH:11][N:10]=2)[CH:5]=[CH:4][C:3]=1[NH:22][C:23]([NH:25][CH2:26][CH3:27])=[O:24].C1(P(C2C=CC=CC=2)C2C=CC=CC=2)C=CC=CC=1.[N:47]1([CH:53](O)[CH2:54][CH3:55])[CH2:52][CH2:51][CH2:50][CH2:49][CH2:48]1.N(C(OCC)=O)=NC(OCC)=O. Product: [Cl:1][C:2]1[CH:7]=[C:6]([O:8][C:9]2[C:18]3[C:13](=[CH:14][C:15]([O:21][CH2:55][CH2:54][CH2:53][N:47]4[CH2:52][CH2:51][CH2:50][CH2:49][CH2:48]4)=[C:16]([O:19][CH3:20])[CH:17]=3)[N:12]=[CH:11][N:10]=2)[CH:5]=[CH:4][C:3]=1[NH:22][C:23]([NH:25][CH2:26][CH3:27])=[O:24]. The catalyst class is: 9. (2) Reactant: [Na].C(O)(=O)C.[CH:6]([NH2:8])=[NH:7].[F:9][CH:10]([F:19])[C:11](=O)[CH2:12][C:13](OCC)=[O:14].Cl. Product: [F:9][CH:10]([F:19])[C:11]1[N:8]=[CH:6][NH:7][C:13](=[O:14])[CH:12]=1. The catalyst class is: 5. (3) Reactant: [C:1]([C:5]1[N:6]=[C:7](Cl)[C:8]2[CH:13]=[CH:12][NH:11][C:9]=2[N:10]=1)([CH3:4])([CH3:3])[CH3:2].C(O)(=O)C(O)=O.[CH2:21]1[C:24]2([CH2:27][NH:26][CH2:25]2)[CH2:23][O:22]1.CCN(C(C)C)C(C)C. Product: [C:1]([C:5]1[N:6]=[C:7]([N:26]2[CH2:27][C:24]3([CH2:21][O:22][CH2:23]3)[CH2:25]2)[C:8]2[CH:13]=[CH:12][NH:11][C:9]=2[N:10]=1)([CH3:4])([CH3:3])[CH3:2]. The catalyst class is: 14. (4) Reactant: C([O:8][C:9]1[N:24]=[C:23]([C:25]2[CH:33]=[CH:32][C:31]3[N:30]4[CH2:34][CH:35]([NH:37][CH3:38])[CH2:36][C:29]4=[CH:28][C:27]=3[CH:26]=2)[C:22]([CH3:39])=[C:21]([O:40]CC2C=CC=CC=2)[C:10]=1[C:11]([O:13]CC1C=CC=CC=1)=[O:12])C1C=CC=CC=1.[ClH:48]. Product: [ClH:48].[OH:40][C:21]1[C:22]([CH3:39])=[C:23]([C:25]2[CH:33]=[CH:32][C:31]3[N:30]4[CH2:34][CH:35]([NH:37][CH3:38])[CH2:36][C:29]4=[CH:28][C:27]=3[CH:26]=2)[NH:24][C:9](=[O:8])[C:10]=1[C:11]([OH:13])=[O:12]. The catalyst class is: 19. (5) Reactant: [N+:1]([C:4]1[CH:5]=[CH:6][C:7]2[C:11]3[CH:12]=[CH:13][CH:14]=[CH:15][C:10]=3[O:9][C:8]=2[CH:16]=1)([O-:3])=[O:2].Cl[S:18]([OH:21])(=[O:20])=[O:19]. Product: [N+:1]([C:4]1[CH:5]=[CH:6][C:7]2[C:11]3[CH:12]=[C:13]([S:18]([OH:21])(=[O:20])=[O:19])[CH:14]=[CH:15][C:10]=3[O:9][C:8]=2[CH:16]=1)([O-:3])=[O:2]. The catalyst class is: 22. (6) Reactant: [Cl:1][C:2]1[N:3]([CH2:10][C@:11]([OH:19])([CH3:18])[CH2:12]OS(C)(=O)=O)[CH:4]=[C:5]([N+:7]([O-:9])=[O:8])[N:6]=1.C1CCN2C(=NCCC2)CC1. Product: [Cl:1][C:2]1[N:3]([CH2:10][C@:11]2([CH3:18])[CH2:12][O:19]2)[CH:4]=[C:5]([N+:7]([O-:9])=[O:8])[N:6]=1. The catalyst class is: 13. (7) Reactant: [C:1]([C:5]1[NH:6][C:7]([C:25]2[CH:30]=[CH:29][C:28]([F:31])=[CH:27][CH:26]=2)=[C:8]([C:10]2[N:15]=[C:14]3[N:16]([CH2:20][C:21]([CH3:24])([CH3:23])[CH3:22])[C:17]([NH2:19])=[N:18][C:13]3=[CH:12][CH:11]=2)[N:9]=1)([CH3:4])([CH3:3])[CH3:2].[CH3:32][S:33]([OH:36])(=[O:35])=[O:34]. Product: [CH3:32][S:33]([OH:36])(=[O:35])=[O:34].[CH3:32][S:33]([OH:36])(=[O:35])=[O:34].[C:1]([C:5]1[NH:6][C:7]([C:25]2[CH:26]=[CH:27][C:28]([F:31])=[CH:29][CH:30]=2)=[C:8]([C:10]2[N:15]=[C:14]3[N:16]([CH2:20][C:21]([CH3:24])([CH3:23])[CH3:22])[C:17]([NH2:19])=[N:18][C:13]3=[CH:12][CH:11]=2)[N:9]=1)([CH3:2])([CH3:3])[CH3:4]. The catalyst class is: 21.